Dataset: NCI-60 drug combinations with 297,098 pairs across 59 cell lines. Task: Regression. Given two drug SMILES strings and cell line genomic features, predict the synergy score measuring deviation from expected non-interaction effect. (1) Drug 2: C1CN(CCN1C(=O)CCBr)C(=O)CCBr. Synergy scores: CSS=45.7, Synergy_ZIP=-5.02, Synergy_Bliss=0.718, Synergy_Loewe=1.83, Synergy_HSA=2.07. Drug 1: CCC1=C2CN3C(=CC4=C(C3=O)COC(=O)C4(CC)O)C2=NC5=C1C=C(C=C5)O. Cell line: RPMI-8226. (2) Drug 1: CC12CCC3C(C1CCC2=O)CC(=C)C4=CC(=O)C=CC34C. Drug 2: CCC1(C2=C(COC1=O)C(=O)N3CC4=CC5=C(C=CC(=C5CN(C)C)O)N=C4C3=C2)O.Cl. Cell line: LOX IMVI. Synergy scores: CSS=27.0, Synergy_ZIP=-3.90, Synergy_Bliss=0.154, Synergy_Loewe=-7.78, Synergy_HSA=2.06. (3) Drug 1: C1=NNC2=C1C(=O)NC=N2. Drug 2: CC(C)CN1C=NC2=C1C3=CC=CC=C3N=C2N. Cell line: KM12. Synergy scores: CSS=-4.52, Synergy_ZIP=0.221, Synergy_Bliss=-1.70, Synergy_Loewe=-3.52, Synergy_HSA=-4.01.